This data is from Full USPTO retrosynthesis dataset with 1.9M reactions from patents (1976-2016). The task is: Predict the reactants needed to synthesize the given product. (1) Given the product [CH:1]12[CH2:6][CH:5]1[CH2:4][N:3]([C:7]1[N:12]=[C:11]([NH:13][CH2:14][C:15]3[CH:20]=[CH:19][C:18]([O:21][CH3:22])=[C:17]([Cl:23])[CH:16]=3)[C:10]([C:24]([NH:67][CH:60]3[CH2:66][CH2:65][CH2:64][CH2:63][CH2:62][CH2:61]3)=[O:26])=[CH:9][N:8]=1)[CH2:2]2, predict the reactants needed to synthesize it. The reactants are: [CH:1]12[CH2:6][CH:5]1[CH2:4][N:3]([C:7]1[N:12]=[C:11]([NH:13][CH2:14][C:15]3[CH:20]=[CH:19][C:18]([O:21][CH3:22])=[C:17]([Cl:23])[CH:16]=3)[C:10]([C:24]([OH:26])=O)=[CH:9][N:8]=1)[CH2:2]2.CCN(C(C)C)C(C)C.CN(C(ON1N=NC2C=CC=NC1=2)=[N+](C)C)C.F[P-](F)(F)(F)(F)F.[CH:60]1([NH2:67])[CH2:66][CH2:65][CH2:64][CH2:63][CH2:62][CH2:61]1. (2) Given the product [CH2:16]([O:15][C:13]([C:10]1[CH:9]=[C:8]([C:7]([OH:21])=[O:6])[O:12][N:11]=1)=[O:14])[CH3:17], predict the reactants needed to synthesize it. The reactants are: OS(O)(=O)=O.[OH:6][CH2:7][C:8]1[O:12][N:11]=[C:10]([C:13]([O:15][CH2:16][CH3:17])=[O:14])[CH:9]=1.CC([OH:21])C.C(OCC)(=O)C. (3) Given the product [CH3:27][O:28][C:29]([C:30]1[CH:31]=[N:6][N:5]([C:7]2[N:8]=[C:9]([NH2:25])[C:10]3[N:11]=[CH:12][N:13]([C:23]=3[N:24]=2)[C@@H:14]2[O:22][C@H:19]([CH2:20][OH:21])[C@@H:17]([OH:18])[C@H:15]2[OH:16])[CH:33]=1)=[O:37], predict the reactants needed to synthesize it. The reactants are: C(O)(=O)C.[NH:5]([C:7]1[N:8]=[C:9]([NH2:25])[C:10]2[N:11]=[CH:12][N:13]([C:23]=2[N:24]=1)[C@@H:14]1[O:22][C@H:19]([CH2:20][OH:21])[C@@H:17]([OH:18])[C@H:15]1[OH:16])[NH2:6].[Na].[CH3:27][O:28][CH:29]([O:37]C)[C:30]([C:33](OC)=O)=[CH:31]O. (4) Given the product [CH3:1][O:2][C:3]1[CH:4]=[C:5]([CH:6]=[CH:7][C:8]=1[O:9][CH3:10])[O:11][C:13]1[CH:18]=[CH:17][C:16]([N+:19]([O-:21])=[O:20])=[CH:15][CH:14]=1, predict the reactants needed to synthesize it. The reactants are: [CH3:1][O:2][C:3]1[CH:4]=[C:5]([OH:11])[CH:6]=[CH:7][C:8]=1[O:9][CH3:10].F[C:13]1[CH:18]=[CH:17][C:16]([N+:19]([O-:21])=[O:20])=[CH:15][CH:14]=1.C([O-])([O-])=O.[K+].[K+].O. (5) The reactants are: Br[CH2:2][C:3]([C:5]1[CH:10]=[CH:9][CH:8]=[CH:7][CH:6]=1)=O.[N:11]1([C:16]2[CH:17]=[C:18]([NH:22][C:23]([NH2:25])=[S:24])[CH:19]=[CH:20][CH:21]=2)[CH:15]=[CH:14][N:13]=[CH:12]1.C(OCC)(=O)C.C(=O)([O-])[O-].[K+].[K+]. Given the product [C:5]1([C:3]2[N:25]=[C:23]([NH:22][C:18]3[CH:19]=[CH:20][CH:21]=[C:16]([N:11]4[CH:15]=[CH:14][N:13]=[CH:12]4)[CH:17]=3)[S:24][CH:2]=2)[CH:10]=[CH:9][CH:8]=[CH:7][CH:6]=1, predict the reactants needed to synthesize it.